From a dataset of Experimentally validated miRNA-target interactions with 360,000+ pairs, plus equal number of negative samples. Binary Classification. Given a miRNA mature sequence and a target amino acid sequence, predict their likelihood of interaction. (1) The protein sequence of the target gene is MAAPEAWRARSCWFCEVAAATTMEATSREAAPAKSSASGPNAPPALFELCGRAVSAHMGVLESGVWALPGPILQSILPLLNIYYLERIEETALKKGLSTQAIWRRLWDELMKTRPSSLESVTCWRAKFMEAFFSHVLRGTIDVSSDRRLCDQRFSPLLHSSRHVRQLTICNMLQGATELVAEPNRRVLETLASSLHTLKFRHLLFSDVAAQQSLRQLLHQLIHHGAVSQVSLYSWPVPESALFILILTMSAGFWQPGPGGPPCRLCGEASRGRAPSRDEGSLLLGSRRPRRDAAERCAAA.... Result: 1 (interaction). The miRNA is hsa-miR-335-5p with sequence UCAAGAGCAAUAACGAAAAAUGU. (2) The miRNA is hsa-miR-509-3-5p with sequence UACUGCAGACGUGGCAAUCAUG. The protein sequence of the target gene is MSLQRFLQRQGSNGNLEYCADSAYGSYSVLTGQLTMEDNRRIQVLADTVATLPRGRKQLALARSSSLGDFSWSQRKVVTVEKQDNGTFGFEIQTYRLQNQNICSSEVCTMICKVQEDSPAHCAGLQVGDIFANVNGVSTEGFTHKQVVDLIRSSGNLLTIETLNGTMIHRRAELEAKLQTLKQTLKKKWVELRSLHLQEQRLLHGDTANSPNLENMDLDESSLFGNLLGPSPALLDRHRLSSESSCKSWLSSLTVDSEDGYRSSMSEDSIRGAFSRQTSTDDECFHSKDGDEILRNASSR.... Result: 0 (no interaction). (3) The miRNA is mmu-miR-1264-5p with sequence AGGUCCUCAAUAAGUAUUUGUU. The protein sequence of the target gene is MRLAGWGLRWAIALLIAVGEAAVEDNCGRNEFQCQDGKCISYKWVCDGTAECQDGSDESQETCKSVTCKMGDFSCGGRVNRCISGSWRCDGQVDCENGSDEEGCSPKTCSQDEFRCNDGKCIAPKFVCDLDLDCLDGSDEASCPMPTCGPANFQCNSSMCIPQLWACDGDPDCDDGSDEWPKHCGTPHPSGPLQDNNPCSALEFHCGSGECIHSSWHCDHDPDCKDKSDEENCAVATCRPDEFQCSDGTCIHGSRQCDREPDCKDLSDELGCVNVTLCEGPNKFKCQSGECISLDKVCNS.... Result: 0 (no interaction). (4) The miRNA is mmu-miR-132-3p with sequence UAACAGUCUACAGCCAUGGUCG. Result: 0 (no interaction). The protein sequence of the target gene is MEVEQEQRRRKVEAGRTKLAHFRQRKTKGDSSHSEKKTAKRKGSAVDASVQEESPVTKEDSALCGGGDICKSTSCDDTPDGAGGAFAAQPEDCDGEKREDLEQLQQKQVNDHPPEQCGMFTVSDHPPEQHGMFTVGDHPPEQRGMFTVSDHPPEQHGMFTVSDHPPEQRGMFTISDHQPEQRGMFTVSDHTPEQRGIFTISDHPAEQRGMFTKECEQECELAITDLESGREDEAGLHQSQAVHGLELEALRLSLSNMHTAQLELTQANLQKEKETALTELREMLNSRRAQELALLQSRQQ.... (5) The miRNA is hsa-miR-3649 with sequence AGGGACCUGAGUGUCUAAG. The protein sequence of the target gene is MLDFFTIFSKGGLVLWCFQGVSDSCTGPVNALIRSVLLQERGGNNSFTHEALTLKYKLDNQFELVFVVGFQKILTLTYVDKLIDDVHRLFRDKYRTEIQQQSALSLLNGTFDFQNDFLRLLREAEESSKIRAPTTMKKFEDSEKAKKPVRSMIETRGEKTKEKAKNNKKRGAKKEGSDGTLATSKTAPAEKSGLSAGPENGELSKEELIRRKREEFIQKHGKGLDKSSKSTKSDTPKEKGKKAPRVWELGGCANKEVLDYSTPTTNGTPEAALSEDINLIRGTGPGGQLQDLDCSSSDDE.... Result: 0 (no interaction). (6) The miRNA is hsa-miR-657 with sequence GGCAGGUUCUCACCCUCUCUAGG. The protein sequence of the target gene is MKAKRSHQAVIMSTSLRVSPSIHGYHFDTASRKKAVGNIFENTDQESLERLFRNSGDKKAEERAKIIFAIDQDVEEKTRALMALKKRTKDKLFQFLKLRKYSIKVH. Result: 0 (no interaction). (7) The miRNA is hsa-miR-3197 with sequence GGAGGCGCAGGCUCGGAAAGGCG. The protein sequence of the target gene is MGLLVFVRNLLLALCLFLVLGFLYYSAWKLHLLQWEDSNSLLLSLDSAGQTLGTEYDRLGFLLKLDSKLPAELATKYANFSEGACKPGYASAMMTAIFPRFSKPAPMFLDDSFRKWARIREFVPPFGIKGQDNLIKAILSVTKEYRLTPALDSLHCRRCIIVGNGGVLANKSLGSRIDDYDIVIRLNSAPVKGFERDVGSKTTLRITYPEGAMQRPEQYERDSLFVLAGFKWQDFKWLKYIVYKERVSASDGFWKSVATRVPKEPPEIRILNPYFIQEAAFTLIGLPFNNGLMGRGNIPT.... Result: 0 (no interaction).